Dataset: CYP2C9 inhibition data for predicting drug metabolism from PubChem BioAssay. Task: Regression/Classification. Given a drug SMILES string, predict its absorption, distribution, metabolism, or excretion properties. Task type varies by dataset: regression for continuous measurements (e.g., permeability, clearance, half-life) or binary classification for categorical outcomes (e.g., BBB penetration, CYP inhibition). Dataset: cyp2c9_veith. (1) The drug is C/C(=C(/CCOP(=O)(O)O)SC(=O)c1ccccc1)N(C=O)Cc1cnc(C)nc1N. The result is 0 (non-inhibitor). (2) The drug is O=C(CCCCCn1c(=O)[nH]c2ccsc2c1=O)NCc1ccc2c(c1)OCO2. The result is 1 (inhibitor). (3) The drug is CCCNC(=O)OC[C@H]1O[C@@H](CCO/N=C2/C[C@@H](O)[C@@H](O)[C@@H]3[C@@H]4C(=O)N(CC)C(=O)[C@H]4CC[C@@H]23)C=C[C@@H]1Oc1ccc(OC)cc1. The result is 0 (non-inhibitor).